From a dataset of Forward reaction prediction with 1.9M reactions from USPTO patents (1976-2016). Predict the product of the given reaction. Given the reactants [CH2:1]([O:5][C:6]1[CH:13]=[CH:12][C:9]([CH:10]=O)=[CH:8][CH:7]=1)[CH2:2][CH2:3][CH3:4].[Br:14][C:15]1[CH:20]=[C:19]([CH2:21]P(OCC)(=O)OCC)[C:18]([Br:30])=[CH:17][C:16]=1[CH2:31]P(OCC)(=O)OCC.[CH3:40][C:41]([O-:44])(C)[CH3:42].[K+], predict the reaction product. The product is: [Br:30][C:18]1[CH:17]=[C:16](/[CH:31]=[CH:10]/[C:9]2[CH:12]=[CH:13][C:6]([O:5][CH2:1][CH2:2][CH2:3][CH3:4])=[CH:7][CH:8]=2)[C:15]([Br:14])=[CH:20][C:19]=1/[CH:21]=[CH:12]/[C:9]1[CH:10]=[CH:42][C:41]([O:44][CH2:1][CH2:2][CH2:3][CH3:4])=[CH:40][CH:8]=1.